From a dataset of Forward reaction prediction with 1.9M reactions from USPTO patents (1976-2016). Predict the product of the given reaction. (1) Given the reactants [O:1]1[C:5]2([CH2:10][CH2:9][CH2:8][CH2:7][CH2:6]2)[CH2:4][C:3]([CH:11]=O)=[N:2]1.OS([O-])=O.[Na+].[CH3:18][C:19]1[C:20]([NH2:36])=[C:21]([NH2:35])[CH:22]=[C:23]([C:25]2[CH:30]=[CH:29][CH:28]=[CH:27][C:26]=2[C:31]([F:34])([F:33])[F:32])[CH:24]=1, predict the reaction product. The product is: [CH3:18][C:19]1[C:20]2[NH:36][C:11]([C:3]3[CH2:4][C:5]4([CH2:10][CH2:9][CH2:8][CH2:7][CH2:6]4)[O:1][N:2]=3)=[N:35][C:21]=2[CH:22]=[C:23]([C:25]2[CH:30]=[CH:29][CH:28]=[CH:27][C:26]=2[C:31]([F:32])([F:33])[F:34])[CH:24]=1. (2) Given the reactants [CH:1]1([C:4]2[C:5]([O:18][CH2:19][C:20]3([CH3:30])[CH2:29][CH2:28][C:23]4([C:25]([F:27])([F:26])[CH2:24]4)[CH2:22][CH2:21]3)=[CH:6][C:7]([F:17])=[C:8]([CH:16]=2)[C:9]([O:11]C(C)(C)C)=[O:10])[CH2:3][CH2:2]1.C1(OC)C=CC=CC=1.FC(F)(F)C(O)=O, predict the reaction product. The product is: [CH:1]1([C:4]2[C:5]([O:18][CH2:19][C:20]3([CH3:30])[CH2:29][CH2:28][C:23]4([C:25]([F:27])([F:26])[CH2:24]4)[CH2:22][CH2:21]3)=[CH:6][C:7]([F:17])=[C:8]([CH:16]=2)[C:9]([OH:11])=[O:10])[CH2:3][CH2:2]1.